From a dataset of Peptide-MHC class II binding affinity with 134,281 pairs from IEDB. Regression. Given a peptide amino acid sequence and an MHC pseudo amino acid sequence, predict their binding affinity value. This is MHC class II binding data. (1) The peptide sequence is AMFVEDIAMGYVVSS. The MHC is DRB4_0101 with pseudo-sequence DRB4_0103. The binding affinity (normalized) is 0.403. (2) The peptide sequence is THIFAEVLKD. The MHC is HLA-DPA10103-DPB10401 with pseudo-sequence HLA-DPA10103-DPB10401. The binding affinity (normalized) is 0.257. (3) The peptide sequence is LLVVAVGLRVVC. The MHC is DRB1_0405 with pseudo-sequence DRB1_0405. The binding affinity (normalized) is 0.400. (4) The peptide sequence is EKKYFAATQFEPLAG. The MHC is DRB1_1602 with pseudo-sequence DRB1_1602. The binding affinity (normalized) is 0.666. (5) The peptide sequence is AAVPAVGAAAGAPAA. The MHC is HLA-DQA10301-DQB10302 with pseudo-sequence HLA-DQA10301-DQB10302. The binding affinity (normalized) is 0.226. (6) The peptide sequence is CHEGINPNMSCDDVV. The MHC is DRB1_0101 with pseudo-sequence DRB1_0101. The binding affinity (normalized) is 0.